From a dataset of Forward reaction prediction with 1.9M reactions from USPTO patents (1976-2016). Predict the product of the given reaction. (1) Given the reactants [NH2:1][CH:2]([C:18]1[CH:23]=[CH:22][C:21]([CH2:24][O:25][CH3:26])=[CH:20][CH:19]=1)[C:3]([NH:5][C:6]1[CH:11]=[C:10]([F:12])[C:9]([Si:13]([CH3:16])([CH3:15])[CH3:14])=[C:8]([F:17])[CH:7]=1)=[O:4].[F:27][B:28]([F:56])[N:29]1[C:33]([CH3:34])=[CH:32][C:31]([CH3:35])=[C:30]1/[CH:36]=[C:37]1\[N:38]=[C:39]([CH2:42][CH2:43][CH2:44][CH2:45][C:46](ON2C(=O)CCC2=O)=[O:47])[CH:40]=[CH:41]\1.O.O.C(#N)C, predict the reaction product. The product is: [F:56][B:28]([F:27])[N:29]1[C:33]([CH3:34])=[CH:32][C:31]([CH3:35])=[C:30]1/[CH:36]=[C:37]1\[N:38]=[C:39]([CH2:42][CH2:43][CH2:44][CH2:45][C:46]([NH:1][CH:2]([C:18]2[CH:19]=[CH:20][C:21]([CH2:24][O:25][CH3:26])=[CH:22][CH:23]=2)[C:3]([NH:5][C:6]2[CH:11]=[C:10]([F:12])[C:9]([Si:13]([CH3:14])([CH3:15])[CH3:16])=[C:8]([F:17])[CH:7]=2)=[O:4])=[O:47])[CH:40]=[CH:41]\1. (2) Given the reactants COC(=O)[CH:4]([C:6]1[CH:11]=[CH:10][C:9](Cl)=[CH:8][C:7]=1[C:13](OC)=[O:14])Br.OC1C=CC=CC=1C#N.COC(=O)C(C1C=CC=CC=1C(OC)=O)Br.[OH:43][C:44]1[CH:51]=[CH:50][C:49]([O:52][CH3:53])=[CH:48][C:45]=1[C:46]#[N:47], predict the reaction product. The product is: [OH:14][C:13]1[C:7]2[C:6](=[CH:11][CH:10]=[CH:9][CH:8]=2)[C:4]2[O:43][C:44]3[CH:51]=[CH:50][C:49]([O:52][CH3:53])=[CH:48][C:45]=3[C:46]=2[N:47]=1.